This data is from Forward reaction prediction with 1.9M reactions from USPTO patents (1976-2016). The task is: Predict the product of the given reaction. (1) Given the reactants [NH2:1][C:2]1[CH:3]=[C:4]([C:8]2[CH:16]=[CH:15][C:14]([C:17]([NH2:19])=[O:18])=[C:13]3[C:9]=2[CH:10]=[C:11]([CH2:20][CH2:21][O:22]CC)[NH:12]3)[CH:5]=[CH:6][CH:7]=1.BrB(Br)Br.C([O-])(O)=O.[Na+], predict the reaction product. The product is: [NH2:1][C:2]1[CH:3]=[C:4]([C:8]2[CH:16]=[CH:15][C:14]([C:17]([NH2:19])=[O:18])=[C:13]3[C:9]=2[CH:10]=[C:11]([CH2:20][CH2:21][OH:22])[NH:12]3)[CH:5]=[CH:6][CH:7]=1. (2) Given the reactants [CH2:1]([N:5]([CH2:29][CH2:30][CH2:31][CH3:32])[C:6]1[CH:11]=[CH:10][C:9]([CH:12]=[CH:13][C:14]2[S:18][C:17]([CH:19]=[O:20])=[CH:16][CH:15]=2)=[C:8]([O:21][Si](C(C)(C)C)(C)C)[CH:7]=1)[CH2:2][CH2:3][CH3:4].[F-].C([N+](CCCC)(CCCC)CCCC)CCC.O.C(OCC)(=O)C, predict the reaction product. The product is: [CH2:29]([N:5]([CH2:1][CH2:2][CH2:3][CH3:4])[C:6]1[CH:11]=[CH:10][C:9]([CH:12]=[CH:13][C:14]2[S:18][C:17]([CH:19]=[O:20])=[CH:16][CH:15]=2)=[C:8]([OH:21])[CH:7]=1)[CH2:30][CH2:31][CH3:32]. (3) The product is: [CH2:21]([O:23][CH:3]([O:16][CH2:17][CH3:20])[C:4](=[O:14])[CH2:5][C:6]1[CH:11]=[CH:10][CH:9]=[C:8]([O:12][CH3:13])[CH:7]=1)[CH3:22]. Given the reactants [N+](=[CH:3][C:4](=[O:14])[CH2:5][C:6]1[CH:11]=[CH:10][CH:9]=[C:8]([O:12][CH3:13])[CH:7]=1)=[N-].Cl[O:16][C:17]([CH3:20])(C)C.[CH2:21]([OH:23])[CH3:22], predict the reaction product.